Dataset: Catalyst prediction with 721,799 reactions and 888 catalyst types from USPTO. Task: Predict which catalyst facilitates the given reaction. (1) Reactant: ClC1C=CC(N2C(C)=[CH:11][CH:10]=[C:9]2[C:14]2[CH:19]=[CH:18][C:17](Cl)=[CH:16][CH:15]=2)=CC=1.[ClH:21].F[C:23](F)(F)C1C=C(N2CCNCC2)C=CC=1.[CH2:38]=[O:39].[OH-:40].[Na+]. Product: [Cl:21][C:17]1[CH:18]=[CH:19][C:14]([C:9](=[O:40])[CH2:10][CH2:11][C:38](=[O:39])[CH3:23])=[CH:15][CH:16]=1. The catalyst class is: 477. (2) Reactant: [CH:1]1([NH:5][S:6]([C:9]2[CH:14]=[C:13]([O:15][C:16]3[C:21]([Cl:22])=[CH:20][C:19]([N+:23]([O-:25])=[O:24])=[CH:18][C:17]=3[Cl:26])[CH:12]=[CH:11][C:10]=2[O:27]C)(=[O:8])=[O:7])[CH2:4][CH2:3][CH2:2]1.B(Br)(Br)Br. Product: [CH:1]1([NH:5][S:6]([C:9]2[CH:14]=[C:13]([O:15][C:16]3[C:17]([Cl:26])=[CH:18][C:19]([N+:23]([O-:25])=[O:24])=[CH:20][C:21]=3[Cl:22])[CH:12]=[CH:11][C:10]=2[OH:27])(=[O:7])=[O:8])[CH2:2][CH2:3][CH2:4]1. The catalyst class is: 2. (3) Reactant: [CH3:1][C:2]([O:5][C:6](=[O:17])[NH:7][CH2:8][CH2:9][C@H:10]([C:12]1[CH:16]=[CH:15][O:14][CH:13]=1)[OH:11])([CH3:4])[CH3:3].[Cl:18][C:19]1[C:26]([F:27])=[CH:25][C:22]([C:23]#[N:24])=[C:21](F)[CH:20]=1.[H-].[Na+]. Product: [CH3:4][C:2]([O:5][C:6](=[O:17])[NH:7][CH2:8][CH2:9][C@@H:10]([O:11][C:21]1[CH:20]=[C:19]([Cl:18])[C:26]([F:27])=[CH:25][C:22]=1[C:23]#[N:24])[C:12]1[CH:16]=[CH:15][O:14][CH:13]=1)([CH3:1])[CH3:3]. The catalyst class is: 9.